This data is from NCI-60 drug combinations with 297,098 pairs across 59 cell lines. The task is: Regression. Given two drug SMILES strings and cell line genomic features, predict the synergy score measuring deviation from expected non-interaction effect. (1) Drug 1: C1CCC(C1)C(CC#N)N2C=C(C=N2)C3=C4C=CNC4=NC=N3. Drug 2: CCC1=C2CN3C(=CC4=C(C3=O)COC(=O)C4(CC)O)C2=NC5=C1C=C(C=C5)O. Cell line: SN12C. Synergy scores: CSS=43.1, Synergy_ZIP=1.51, Synergy_Bliss=-0.389, Synergy_Loewe=-22.8, Synergy_HSA=2.26. (2) Drug 1: C1C(C(OC1N2C=C(C(=O)NC2=O)F)CO)O. Drug 2: CC1C(C(CC(O1)OC2CC(OC(C2O)C)OC3=CC4=CC5=C(C(=O)C(C(C5)C(C(=O)C(C(C)O)O)OC)OC6CC(C(C(O6)C)O)OC7CC(C(C(O7)C)O)OC8CC(C(C(O8)C)O)(C)O)C(=C4C(=C3C)O)O)O)O. Cell line: OVCAR3. Synergy scores: CSS=29.3, Synergy_ZIP=0.885, Synergy_Bliss=2.02, Synergy_Loewe=-1.93, Synergy_HSA=-0.864.